This data is from Full USPTO retrosynthesis dataset with 1.9M reactions from patents (1976-2016). The task is: Predict the reactants needed to synthesize the given product. (1) Given the product [F:15][C:16]1[CH:17]=[CH:18][C:19]([O:1][CH:2]2[CH2:3][CH2:4][N:5]([C:8]([O:10][C:11]([CH3:14])([CH3:13])[CH3:12])=[O:9])[CH2:6][CH2:7]2)=[N:20][CH:21]=1, predict the reactants needed to synthesize it. The reactants are: [OH:1][CH:2]1[CH2:7][CH2:6][N:5]([C:8]([O:10][C:11]([CH3:14])([CH3:13])[CH3:12])=[O:9])[CH2:4][CH2:3]1.[F:15][C:16]1[CH:17]=[CH:18][C:19](O)=[N:20][CH:21]=1.C(OC(N=NC(OC(C)C)=O)=O)(C)C.C1(P(C2C=CC=CC=2)C2C=CC=CC=2)C=CC=CC=1. (2) Given the product [Br:1][C:2]1[CH:3]=[C:4]2[C:9]([NH:8][C@@H:7]([CH3:18])[CH2:6][N:5]2[C:20]2[O:21][C:22]3[CH:28]=[CH:27][CH:26]=[CH:25][C:23]=3[N:24]=2)=[CH:10][CH:11]=1, predict the reactants needed to synthesize it. The reactants are: [Br:1][C:2]1[CH:3]=[C:4]2[C:9](=[CH:10][CH:11]=1)[N:8](C(=O)C(F)(F)F)[C@@H:7]([CH3:18])[CH2:6][NH:5]2.Cl[C:20]1[O:21][C:22]2[CH:28]=[CH:27][CH:26]=[CH:25][C:23]=2[N:24]=1.C1(P(C2C=CC=CC=2)C2C3OC4C(=CC=CC=4P(C4C=CC=CC=4)C4C=CC=CC=4)C(C)(C)C=3C=CC=2)C=CC=CC=1.C(=O)([O-])[O-].[Cs+].[Cs+]. (3) Given the product [CH3:2][S:3][C:4]1[C:12]2[C:7](=[CH:8][C:9]([C:13]([N:15]3[CH2:20][CH2:19][NH:18][CH2:17][CH2:16]3)=[O:14])=[CH:10][CH:11]=2)[N:6]([C:28]2[N:33]=[CH:32][C:31]([C:34]3[CH:39]=[CH:38][CH:37]=[CH:36][CH:35]=3)=[CH:30][N:29]=2)[N:5]=1, predict the reactants needed to synthesize it. The reactants are: Cl.[CH3:2][S:3][C:4]1[C:12]2[C:7](=[CH:8][C:9]([C:13]([N:15]3[CH2:20][CH2:19][N:18](C(OC(C)(C)C)=O)[CH2:17][CH2:16]3)=[O:14])=[CH:10][CH:11]=2)[N:6]([C:28]2[N:33]=[CH:32][C:31]([C:34]3[CH:39]=[CH:38][CH:37]=[CH:36][CH:35]=3)=[CH:30][N:29]=2)[N:5]=1.C(=O)([O-])O.[Na+]. (4) Given the product [CH2:10]([O:17][C:18]([NH:20]/[C:21](=[CH:1]\[C:2]1([CH3:8])[CH2:7][CH2:6][CH2:5][CH2:4][CH2:3]1)/[C:22]([O:24][CH3:25])=[O:23])=[O:19])[C:11]1[CH:12]=[CH:13][CH:14]=[CH:15][CH:16]=1, predict the reactants needed to synthesize it. The reactants are: [CH3:1][C:2]1([CH:8]=O)[CH2:7][CH2:6][CH2:5][CH2:4][CH2:3]1.[CH2:10]([O:17][C:18]([NH:20][CH:21](P(OC)(OC)=O)[C:22]([O:24][CH3:25])=[O:23])=[O:19])[C:11]1[CH:16]=[CH:15][CH:14]=[CH:13][CH:12]=1.CN(C)C(N(C)C)=N. (5) Given the product [Cl:17][C:6]1[C:5]2[C:10](=[CH:11][C:12]([O:13][CH3:14])=[C:3]([O:2][CH3:1])[CH:4]=2)[N:9]=[CH:8][CH:7]=1, predict the reactants needed to synthesize it. The reactants are: [CH3:1][O:2][C:3]1[CH:4]=[C:5]2[C:10](=[CH:11][C:12]=1[O:13][CH3:14])[N:9]=[CH:8][CH:7]=[CH:6]2.P(Cl)(Cl)([Cl:17])=O. (6) Given the product [N:30]1([CH2:29][CH2:28][O:27][C:24]2[CH:25]=[CH:26][C:21]([NH:20][C:18]3[N:19]=[C:15]4[CH:14]=[CH:13][CH:12]=[C:11]([C:7]5[CH:6]=[C:5]([CH:10]=[CH:9][CH:8]=5)[C:4]([OH:35])=[O:3])[N:16]4[N:17]=3)=[CH:22][CH:23]=2)[CH2:31][CH2:32][CH2:33][CH2:34]1, predict the reactants needed to synthesize it. The reactants are: C([O:3][C:4](=[O:35])[C:5]1[CH:10]=[CH:9][CH:8]=[C:7]([C:11]2[N:16]3[N:17]=[C:18]([NH:20][C:21]4[CH:26]=[CH:25][C:24]([O:27][CH2:28][CH2:29][N:30]5[CH2:34][CH2:33][CH2:32][CH2:31]5)=[CH:23][CH:22]=4)[N:19]=[C:15]3[CH:14]=[CH:13][CH:12]=2)[CH:6]=1)C.[OH-].[K+]. (7) Given the product [Cl:9][C:10]1[CH:15]=[CH:14][C:13]([S:16]([O:6][C:3]([CH2:7][F:8])([C:4]#[CH:5])[CH2:2][F:1])(=[O:18])=[O:17])=[CH:12][CH:11]=1, predict the reactants needed to synthesize it. The reactants are: [F:1][CH2:2][C:3]([CH2:7][F:8])([OH:6])[C:4]#[CH:5].[Cl:9][C:10]1[CH:15]=[CH:14][C:13]([S:16](Cl)(=[O:18])=[O:17])=[CH:12][CH:11]=1.[H-].[Na+].CCCCCC.CC. (8) Given the product [NH2:15][C:11]1[CH:10]=[C:9]([C:7]([N:4]2[CH2:3][CH2:2][O:1][CH2:6][CH2:5]2)=[O:8])[CH:14]=[CH:13][CH:12]=1, predict the reactants needed to synthesize it. The reactants are: [O:1]1[CH2:6][CH2:5][N:4]([C:7]([C:9]2[CH:14]=[CH:13][CH:12]=[C:11]([N+:15]([O-])=O)[CH:10]=2)=[O:8])[CH2:3][CH2:2]1.[Sn](Cl)Cl.[OH-].[Na+]. (9) Given the product [F:35][C:32]1[CH:33]=[CH:34][C:29]([C:16]2([CH2:15][O:14][CH:12]([C:10]3[CH:11]=[C:3]([N:2]([CH3:1])[CH3:36])[CH:4]=[C:5]4[C:9]=3[NH:8][N:7]=[CH:6]4)[CH3:13])[CH2:21][CH2:20][NH:19][CH2:18][CH2:17]2)=[CH:30][CH:31]=1, predict the reactants needed to synthesize it. The reactants are: [CH3:1][N:2]([CH3:36])[C:3]1[CH:4]=[C:5]2[C:9](=[C:10]([CH:12]([O:14][CH2:15][C:16]3([C:29]4[CH:34]=[CH:33][C:32]([F:35])=[CH:31][CH:30]=4)[CH2:21][CH2:20][N:19](C(OC(C)(C)C)=O)[CH2:18][CH2:17]3)[CH3:13])[CH:11]=1)[NH:8][N:7]=[CH:6]2. (10) Given the product [C:1]12([C:11]3[CH:12]=[C:13]([C:21]4[CH:22]=[CH:23][C:24]([CH:25]=[O:26])=[CH:27][CH:28]=4)[CH:14]=[CH:15][C:16]=3[OH:17])[CH2:10][CH:5]3[CH2:6][CH:7]([CH2:9][CH:3]([CH2:4]3)[CH2:2]1)[CH2:8]2, predict the reactants needed to synthesize it. The reactants are: [C:1]12([C:11]3[CH:12]=[C:13]([C:21]4[CH:28]=[CH:27][C:24]([CH:25]=[O:26])=[CH:23][CH:22]=4)[CH:14]=[CH:15][C:16]=3[O:17]COC)[CH2:10][CH:5]3[CH2:6][CH:7]([CH2:9][CH:3]([CH2:4]3)[CH2:2]1)[CH2:8]2.Cl.